From a dataset of Full USPTO retrosynthesis dataset with 1.9M reactions from patents (1976-2016). Predict the reactants needed to synthesize the given product. (1) Given the product [CH2:9]([O:8][C:6]1[CH:5]=[CH:4][C:3]([C:16]2[NH:17][C:18]3[C:23]([C:24]=2[CH:25]2[CH2:30][CH2:29][CH2:28][CH2:27][CH2:26]2)=[CH:22][CH:21]=[C:20]([C:31]([O:33][CH3:34])=[O:32])[CH:19]=3)=[C:2]([NH:1][C:46](=[O:47])[CH2:45][Cl:44])[CH:7]=1)[C:10]1[CH:15]=[CH:14][CH:13]=[CH:12][CH:11]=1, predict the reactants needed to synthesize it. The reactants are: [NH2:1][C:2]1[CH:7]=[C:6]([O:8][CH2:9][C:10]2[CH:15]=[CH:14][CH:13]=[CH:12][CH:11]=2)[CH:5]=[CH:4][C:3]=1[C:16]1[NH:17][C:18]2[C:23]([C:24]=1[CH:25]1[CH2:30][CH2:29][CH2:28][CH2:27][CH2:26]1)=[CH:22][CH:21]=[C:20]([C:31]([O:33][CH3:34])=[O:32])[CH:19]=2.C([O-])(=O)C.[Na+].C(O)(=O)C.[Cl:44][CH2:45][C:46](Cl)=[O:47]. (2) Given the product [CH:18]([O:17][C:16](=[O:21])[NH:15][C@@H:13]1[CH2:12][C:7]2[N:8]([CH2:29][C:25]3[C:24]([O:31][CH3:32])=[C:23]([Cl:22])[CH:28]=[CH:27][N:26]=3)[C:9]3[CH:10]=[CH:11][C:3]([C:1]#[N:2])=[CH:4][C:5]=3[C:6]=2[CH2:14]1)([CH3:19])[CH3:20], predict the reactants needed to synthesize it. The reactants are: [C:1]([C:3]1[CH:11]=[CH:10][C:9]2[NH:8][C:7]3[CH2:12][C@@H:13]([NH:15][C:16](=[O:21])[O:17][CH:18]([CH3:20])[CH3:19])[CH2:14][C:6]=3[C:5]=2[CH:4]=1)#[N:2].[Cl:22][C:23]1[CH:28]=[CH:27][N:26]=[C:25]([CH2:29]Cl)[C:24]=1[O:31][CH3:32].C(=O)([O-])[O-].[Cs+].[Cs+]. (3) Given the product [CH:16]1([C:5]2[NH:1][CH:2]=[C:3]([C:6]([O:8][CH2:9][CH3:10])=[O:7])[CH:4]=2)[CH2:21][CH2:20][CH2:19][CH2:18][CH2:17]1, predict the reactants needed to synthesize it. The reactants are: [NH:1]1[CH:5]=[CH:4][C:3]([C:6]([O:8][CH2:9][CH3:10])=[O:7])=[CH:2]1.[Cl-].[Al+3].[Cl-].[Cl-].Br[CH:16]1[CH2:21][CH2:20][CH2:19][CH2:18][CH2:17]1. (4) Given the product [F:47][C:29]1[CH:30]=[C:31]([N:34]2[CH2:41][C:40]3[C:36](=[N:37][N:38]([CH2:42][C:43]([OH:46])([CH3:44])[CH3:45])[CH:39]=3)[CH2:35]2)[CH:32]=[CH:33][C:28]=1[C:19]1[C:20]([C:24]([F:25])([F:27])[F:26])=[CH:21][C:22]([F:23])=[C:17]([CH2:16][O:15][C:13]2[N:12]=[CH:11][C:10]3[C@@H:48]4[C@@H:6]([C:4]([OH:5])=[O:3])[C@@H:7]4[CH2:8][C:9]=3[CH:14]=2)[CH:18]=1, predict the reactants needed to synthesize it. The reactants are: C([O:3][C:4]([C@@H:6]1[C@@H:48]2[C@H:7]1[CH2:8][C:9]1[CH:14]=[C:13]([O:15][CH2:16][C:17]3[CH:18]=[C:19]([C:28]4[CH:33]=[CH:32][C:31]([N:34]5[CH2:41][C:40]6[C:36](=[N:37][N:38]([CH2:42][C:43]([OH:46])([CH3:45])[CH3:44])[CH:39]=6)[CH2:35]5)=[CH:30][C:29]=4[F:47])[C:20]([C:24]([F:27])([F:26])[F:25])=[CH:21][C:22]=3[F:23])[N:12]=[CH:11][C:10]=12)=[O:5])C.[Li+].[OH-].O. (5) Given the product [CH:1]1[C:2]([CH2:10][C@@H:11]([NH2:28])[CH2:12][C:13]([N:15]2[CH2:27][C:19]3=[N:20][N:21]=[C:22]([C:23]([F:26])([F:25])[F:24])[N:18]3[CH2:17][CH2:16]2)=[O:14])=[C:3]([F:9])[CH:4]=[C:5]([F:8])[C:6]=1[F:7].[C:29]([O-:44])(=[O:43])[CH2:30][CH2:31][CH2:32][CH2:33][CH2:34][CH2:35][CH2:36][CH2:37][CH2:38][CH2:39][CH2:40][CH2:41][CH3:42], predict the reactants needed to synthesize it. The reactants are: [CH:1]1[C:2]([CH2:10][C@@H:11]([NH2:28])[CH2:12][C:13]([N:15]2[CH2:27][C:19]3=[N:20][N:21]=[C:22]([C:23]([F:26])([F:25])[F:24])[N:18]3[CH2:17][CH2:16]2)=[O:14])=[C:3]([F:9])[CH:4]=[C:5]([F:8])[C:6]=1[F:7].[C:29]([OH:44])(=[O:43])[CH2:30][CH2:31][CH2:32][CH2:33][CH2:34][CH2:35][CH2:36][CH2:37][CH2:38][CH2:39][CH2:40][CH2:41][CH3:42]. (6) Given the product [CH:13]1([N:18]2[C:12]3[C:11]([O:8][CH2:9][CH3:10])=[N:24][CH2:23][CH2:22][C:21]=3[C:20]([CH2:28][CH3:29])=[N:19]2)[CH2:14][CH2:15][CH2:16][CH2:17]1, predict the reactants needed to synthesize it. The reactants are: F[B-](F)(F)F.C([O+:8]([CH2:11][CH3:12])[CH2:9][CH3:10])C.[CH:13]1([N:18]2[C:22]3[C:23](=O)[NH:24]CC[C:21]=3[C:20]([CH2:28][CH3:29])=[N:19]2)[CH2:17][CH2:16][CH2:15][CH2:14]1. (7) The reactants are: [C:1]([O:5][C:6]([N:8]1[CH2:13][CH2:12][N:11]([C:14]2[CH:15]=[N:16][C:17]([NH:20][C:21]3[N:22]=[CH:23][C:24]4[C:30]([CH3:31])=[C:29](Br)[C:28](=[O:33])[N:27]([CH:34]5[CH2:38][CH2:37][CH2:36][CH2:35]5)[C:25]=4[N:26]=3)=[CH:18][CH:19]=2)[CH2:10][C:9]1([CH3:40])[CH3:39])=[O:7])([CH3:4])([CH3:3])[CH3:2].C([Sn](CCCC)(CCCC)[C:46]([O:48][CH2:49][CH3:50])=[CH2:47])CCC. Given the product [C:1]([O:5][C:6]([N:8]1[CH2:13][CH2:12][N:11]([C:14]2[CH:15]=[N:16][C:17]([NH:20][C:21]3[N:22]=[CH:23][C:24]4[C:30]([CH3:31])=[C:29]([C:46]([O:48][CH2:49][CH3:50])=[CH2:47])[C:28](=[O:33])[N:27]([CH:34]5[CH2:38][CH2:37][CH2:36][CH2:35]5)[C:25]=4[N:26]=3)=[CH:18][CH:19]=2)[CH2:10][C:9]1([CH3:40])[CH3:39])=[O:7])([CH3:4])([CH3:3])[CH3:2], predict the reactants needed to synthesize it. (8) Given the product [CH2:1]([S:3]([N:6]1[CH2:7][CH2:8][CH:9]([C:12]2[C:20]3[C:15](=[C:16]([C:29]([NH2:31])=[O:30])[CH:17]=[C:18]([C:21]4[CH:26]=[CH:25][CH:24]=[C:23]([CH2:27][N:32]5[CH2:37][CH2:36][O:35][CH2:34][CH2:33]5)[CH:22]=4)[CH:19]=3)[NH:14][CH:13]=2)[CH2:10][CH2:11]1)(=[O:5])=[O:4])[CH3:2], predict the reactants needed to synthesize it. The reactants are: [CH2:1]([S:3]([N:6]1[CH2:11][CH2:10][CH:9]([C:12]2[C:20]3[C:15](=[C:16]([C:29]([NH2:31])=[O:30])[CH:17]=[C:18]([C:21]4[CH:26]=[CH:25][CH:24]=[C:23]([CH:27]=O)[CH:22]=4)[CH:19]=3)[NH:14][CH:13]=2)[CH2:8][CH2:7]1)(=[O:5])=[O:4])[CH3:2].[NH:32]1[CH2:37][CH2:36][O:35][CH2:34][CH2:33]1.[BH-](OC(C)=O)(OC(C)=O)OC(C)=O.[Na+]. (9) Given the product [CH3:1][N:2]1[C:7](=[O:8])[C:6]([C:9]2[N:13]([C:14]3[CH:15]=[CH:16][C:17]([C:18]#[N:19])=[CH:20][CH:21]=3)[N:12]=[CH:11][C:10]=2[F:35])=[C:5]([CH3:22])[N:4]([C:23]2[CH:28]=[CH:27][CH:26]=[C:25]([C:29]([F:30])([F:31])[F:32])[CH:24]=2)[C:3]1=[O:33], predict the reactants needed to synthesize it. The reactants are: [CH3:1][N:2]1[C:7](=[O:8])[C:6]([C:9]2[N:13]([C:14]3[CH:21]=[CH:20][C:17]([C:18]#[N:19])=[CH:16][CH:15]=3)[N:12]=[CH:11][CH:10]=2)=[C:5]([CH3:22])[N:4]([C:23]2[CH:28]=[CH:27][CH:26]=[C:25]([C:29]([F:32])([F:31])[F:30])[CH:24]=2)[C:3]1=[O:33].[B-](F)(F)(F)[F:35].[B-](F)(F)(F)F.C1[N+]2(CCl)CC[N+](F)(CC2)C1.Cl.C(OCC)(=O)C. (10) Given the product [CH2:17]([OH:18])[CH2:15][CH2:12][OH:11].[O:3]1[CH2:1][CH2:9][CH2:8][O:7][CH2:4]1, predict the reactants needed to synthesize it. The reactants are: [CH2:1]([O:3][CH:4]([O:7][CH2:8][CH3:9])C#N)C.C[O:11][CH:12]([C:15]([CH:17](OC)[O:18]C)=O)OC.